Predict the product of the given reaction. From a dataset of Forward reaction prediction with 1.9M reactions from USPTO patents (1976-2016). (1) The product is: [CH3:26][S:21]([C:6]1[N:2]([CH3:1])[C:3]([C:9]2[CH:14]=[CH:13][N:12]=[CH:11][CH:10]=2)=[N:4][N:5]=1)(=[O:24])=[O:22]. Given the reactants [CH3:1][N:2]1[C:6](SC)=[N:5][N:4]=[C:3]1[C:9]1[CH:14]=[CH:13][N:12]=[CH:11][CH:10]=1.[O-][Mn](=O)(=O)=O.[K+].[S:21]([O-:24])(O)=[O:22].[Na+].[C:26](O)(=O)C, predict the reaction product. (2) Given the reactants [NH2:1][C:2]1[CH:3]=[CH:4][CH:5]=[C:6]2[C:10]=1[NH:9][C:8]([C:11]([O:13][CH2:14][CH3:15])=[O:12])=[C:7]2[CH3:16].[S:17]1[CH:21]=[CH:20][CH:19]=[C:18]1[S:22](Cl)(=[O:24])=[O:23], predict the reaction product. The product is: [CH3:16][C:7]1[C:6]2[C:10](=[C:2]([NH:1][S:22]([C:18]3[S:17][CH:21]=[CH:20][CH:19]=3)(=[O:24])=[O:23])[CH:3]=[CH:4][CH:5]=2)[NH:9][C:8]=1[C:11]([O:13][CH2:14][CH3:15])=[O:12]. (3) Given the reactants [Br:1][C:2]1[CH:3]=[C:4]([N+:10]([O-:12])=[O:11])[C:5]([CH3:9])=[C:6]([OH:8])[CH:7]=1.[H-].[Na+].[CH3:15]I, predict the reaction product. The product is: [Br:1][C:2]1[CH:3]=[C:4]([N+:10]([O-:12])=[O:11])[C:5]([CH3:9])=[C:6]([O:8][CH3:15])[CH:7]=1. (4) Given the reactants [CH2:1]([O:8][C:9]1[C:14](=[O:15])[N:13]([CH3:16])[C:12]([O:17][CH2:18][CH3:19])=[N:11][C:10]=1[C:20]([OH:22])=O)[C:2]1[CH:7]=[CH:6][CH:5]=[CH:4][CH:3]=1.[F:23][C:24]1[CH:29]=[CH:28][C:27]([CH2:30][C:31](=[NH:34])[NH:32]O)=[CH:26][CH:25]=1.CN(C(ON1N=NC2C=CC=NC1=2)=[N+](C)C)C.F[P-](F)(F)(F)(F)F.CCN(C(C)C)C(C)C, predict the reaction product. The product is: [CH2:1]([O:8][C:9]1[C:14](=[O:15])[N:13]([CH3:16])[C:12]([O:17][CH2:18][CH3:19])=[N:11][C:10]=1[C:20]1[O:22][N:34]=[C:31]([CH2:30][C:27]2[CH:28]=[CH:29][C:24]([F:23])=[CH:25][CH:26]=2)[N:32]=1)[C:2]1[CH:3]=[CH:4][CH:5]=[CH:6][CH:7]=1.